This data is from Forward reaction prediction with 1.9M reactions from USPTO patents (1976-2016). The task is: Predict the product of the given reaction. (1) Given the reactants CC1C=CC(S(O[CH2:12][CH:13]2[CH2:17][C:16]3[CH:18]=[CH:19][C:20]([F:29])=[C:21]([C:22]4[CH:27]=[CH:26][CH:25]=[CH:24][C:23]=4[Cl:28])[C:15]=3[O:14]2)(=O)=O)=CC=1.[CH3:30][NH2:31], predict the reaction product. The product is: [F:29][C:20]1[CH:19]=[CH:18][C:16]2[CH2:17][CH:13]([CH2:12][NH:31][CH3:30])[O:14][C:15]=2[C:21]=1[C:22]1[CH:27]=[CH:26][CH:25]=[CH:24][C:23]=1[Cl:28]. (2) Given the reactants [CH2:1]([O:8][C:9]1[CH:14]=[CH:13][C:12]([CH:15]([C:17]2[C:25]([CH3:26])=[CH:24][C:23]([N:27]([CH2:35][C:36]3[CH:41]=[CH:40][CH:39]=[CH:38][CH:37]=3)[CH2:28][C:29]3[CH:34]=[CH:33][CH:32]=[CH:31][CH:30]=3)=[C:22]3[C:18]=2[CH2:19][CH2:20][CH2:21]3)[OH:16])=[CH:11][C:10]=1[CH:42]([CH3:44])[CH3:43])[C:2]1[CH:7]=[CH:6][CH:5]=[CH:4][CH:3]=1, predict the reaction product. The product is: [CH2:1]([O:8][C:9]1[CH:14]=[CH:13][C:12]([C:15]([C:17]2[C:25]([CH3:26])=[CH:24][C:23]([N:27]([CH2:35][C:36]3[CH:37]=[CH:38][CH:39]=[CH:40][CH:41]=3)[CH2:28][C:29]3[CH:30]=[CH:31][CH:32]=[CH:33][CH:34]=3)=[C:22]3[C:18]=2[CH2:19][CH2:20][CH2:21]3)=[O:16])=[CH:11][C:10]=1[CH:42]([CH3:44])[CH3:43])[C:2]1[CH:3]=[CH:4][CH:5]=[CH:6][CH:7]=1.